This data is from NCI-60 drug combinations with 297,098 pairs across 59 cell lines. The task is: Regression. Given two drug SMILES strings and cell line genomic features, predict the synergy score measuring deviation from expected non-interaction effect. (1) Drug 1: CN1CCC(CC1)COC2=C(C=C3C(=C2)N=CN=C3NC4=C(C=C(C=C4)Br)F)OC. Drug 2: CC1=C2C(C(=O)C3(C(CC4C(C3C(C(C2(C)C)(CC1OC(=O)C(C(C5=CC=CC=C5)NC(=O)C6=CC=CC=C6)O)O)OC(=O)C7=CC=CC=C7)(CO4)OC(=O)C)O)C)OC(=O)C. Cell line: 786-0. Synergy scores: CSS=53.2, Synergy_ZIP=7.45, Synergy_Bliss=8.69, Synergy_Loewe=-11.4, Synergy_HSA=10.6. (2) Drug 1: CC1=C(C(=CC=C1)Cl)NC(=O)C2=CN=C(S2)NC3=CC(=NC(=N3)C)N4CCN(CC4)CCO. Drug 2: C(=O)(N)NO. Cell line: HOP-62. Synergy scores: CSS=3.10, Synergy_ZIP=4.42, Synergy_Bliss=13.5, Synergy_Loewe=-11.6, Synergy_HSA=0.168.